Task: Predict the reactants needed to synthesize the given product.. Dataset: Full USPTO retrosynthesis dataset with 1.9M reactions from patents (1976-2016) (1) Given the product [C:32]([O:24][C:20]1[CH:21]=[CH:22][CH:23]=[C:18]([CH2:17][C:15]2[CH:14]=[CH:13][C:11]3[S:12][C:8]([C:6]4[CH:5]=[CH:4][N:3]=[C:2]([NH2:1])[N:7]=4)=[C:9]([CH3:25])[C:10]=3[CH:16]=2)[CH:19]=1)(=[O:34])[CH3:33], predict the reactants needed to synthesize it. The reactants are: [NH2:1][C:2]1[N:7]=[C:6]([C:8]2[S:12][C:11]3[CH:13]=[CH:14][C:15]([CH2:17][C:18]4[CH:19]=[C:20]([OH:24])[CH:21]=[CH:22][CH:23]=4)=[CH:16][C:10]=3[C:9]=2[CH3:25])[CH:5]=[CH:4][N:3]=1.C([O-])([O-])=O.[K+].[K+].[C:32](OC(=O)C)(=[O:34])[CH3:33]. (2) The reactants are: F[C:2]1[CH:8]=[C:7]([F:9])[C:6]([F:10])=[CH:5][C:3]=1[NH2:4].CCO[C:14]([S-:16])=[S:15].[K+].Cl. Given the product [F:10][C:6]1[C:7]([F:9])=[CH:8][C:2]2[S:15][C:14]([SH:16])=[N:4][C:3]=2[CH:5]=1, predict the reactants needed to synthesize it. (3) Given the product [Cl:12][C:13]1[C:22]2[C:17](=[CH:18][CH:19]=[C:20]([C:23]([C:25]3[N:29]([CH3:30])[C:28]([CH3:31])=[N:27][CH:26]=3)([C:6]3[N:2]([CH3:1])[N:3]=[N:4][CH:5]=3)[OH:24])[CH:21]=2)[N:16]=[C:15]([O:32][CH3:33])[C:14]=1[CH:34]1[CH2:35][CH2:36][CH2:37][CH2:38]1, predict the reactants needed to synthesize it. The reactants are: [CH3:1][N:2]1[CH:6]=[CH:5][N:4]=[N:3]1.[Li]CCCC.[Cl:12][C:13]1[C:22]2[C:17](=[CH:18][CH:19]=[C:20]([C:23]([C:25]3[N:29]([CH3:30])[C:28]([CH3:31])=[N:27][CH:26]=3)=[O:24])[CH:21]=2)[N:16]=[C:15]([O:32][CH3:33])[C:14]=1[CH:34]1[CH2:38][CH2:37][CH2:36][CH2:35]1.